Dataset: Forward reaction prediction with 1.9M reactions from USPTO patents (1976-2016). Task: Predict the product of the given reaction. (1) Given the reactants [ClH:1].Cl.[C@H]1([CH2:13][N:14]2[CH2:19][CH2:18][CH:17]([NH:20][C:21]([C:23]3[NH:24][C:25]4[C:30]([CH:31]=3)=[C:29]([O:32][CH2:33][C:34]3[C:38]5[CH:39]=[C:40]([CH3:44])[C:41]([CH3:43])=[CH:42][C:37]=5[O:36][CH:35]=3)[CH:28]=[CH:27][CH:26]=4)=[O:22])[CH2:16][CH2:15]2)[C@@H]2N(CCCC2)CCC1.Cl.Cl.Cl.NC1CCN([CH2:55][C@@H:56]([N:58]2[CH2:63][CH2:62][C@H:61]([OH:64])[C@@H:60]([CH3:65])[CH2:59]2)C)CC1, predict the reaction product. The product is: [ClH:1].[ClH:1].[OH:64][C@H:61]1[CH2:62][CH2:63][N:58]([C@@H:56]([CH3:55])[CH2:13][N:14]2[CH2:15][CH2:16][CH:17]([NH:20][C:21]([C:23]3[NH:24][C:25]4[C:30]([CH:31]=3)=[C:29]([O:32][CH2:33][C:34]3[C:38]5[CH:39]=[C:40]([CH3:44])[C:41]([CH3:43])=[CH:42][C:37]=5[O:36][CH:35]=3)[CH:28]=[CH:27][CH:26]=4)=[O:22])[CH2:18][CH2:19]2)[CH2:59][C@@H:60]1[CH3:65]. (2) The product is: [F:1][C:2]1[CH:3]=[C:4]([NH:24][C:25]([C:27]2[C:28](=[O:40])[N:29]([C:33]3[CH:34]=[CH:35][C:36]([F:39])=[CH:37][CH:38]=3)[N:30]=[CH:31][CH:32]=2)=[O:26])[CH:5]=[CH:6][C:7]=1[O:8][C:9]1[CH:14]=[CH:13][N:12]=[C:11]2[CH:15]=[C:16]([CH:18]3[CH2:19][CH2:20][N:21]([CH:42]([CH3:43])[CH3:41])[CH2:22][CH2:23]3)[S:17][C:10]=12. Given the reactants [F:1][C:2]1[CH:3]=[C:4]([NH:24][C:25]([C:27]2[C:28](=[O:40])[N:29]([C:33]3[CH:38]=[CH:37][C:36]([F:39])=[CH:35][CH:34]=3)[N:30]=[CH:31][CH:32]=2)=[O:26])[CH:5]=[CH:6][C:7]=1[O:8][C:9]1[CH:14]=[CH:13][N:12]=[C:11]2[CH:15]=[C:16]([CH:18]3[CH2:23][CH2:22][NH:21][CH2:20][CH2:19]3)[S:17][C:10]=12.[CH3:41][C:42](=O)[CH3:43].[BH-](OC(C)=O)(OC(C)=O)OC(C)=O.[Na+], predict the reaction product. (3) Given the reactants [CH2:1]([O:8][C:9]1[C:10]([C:38]([O:40][C:41]([CH3:44])([CH3:43])[CH3:42])=[O:39])=[N:11][C:12]([CH2:23][C:24]2([CH3:37])[CH2:29][CH2:28][N:27]([C:30]3[CH:35]=[CH:34][C:33]([F:36])=[CH:32][CH:31]=3)[CH2:26][CH2:25]2)=[N:13][C:14]=1OS(C(F)(F)F)(=O)=O)[C:2]1[CH:7]=[CH:6][CH:5]=[CH:4][CH:3]=1.[CH3:45]B(O)O.C(=O)([O-])[O-].[K+].[K+].O, predict the reaction product. The product is: [CH2:1]([O:8][C:9]1[C:10]([C:38]([O:40][C:41]([CH3:44])([CH3:43])[CH3:42])=[O:39])=[N:11][C:12]([CH2:23][C:24]2([CH3:37])[CH2:29][CH2:28][N:27]([C:30]3[CH:31]=[CH:32][C:33]([F:36])=[CH:34][CH:35]=3)[CH2:26][CH2:25]2)=[N:13][C:14]=1[CH3:45])[C:2]1[CH:3]=[CH:4][CH:5]=[CH:6][CH:7]=1. (4) Given the reactants [C:1]([C:5]1[CH:23]=[CH:22][CH:21]=[CH:20][C:6]=1[O:7][CH:8]1[CH2:12][CH2:11][N:10](C(OC(C)(C)C)=O)[CH2:9]1)([CH3:4])([CH3:3])[CH3:2].[ClH:24], predict the reaction product. The product is: [ClH:24].[C:1]([C:5]1[CH:23]=[CH:22][CH:21]=[CH:20][C:6]=1[O:7][CH:8]1[CH2:12][CH2:11][NH:10][CH2:9]1)([CH3:4])([CH3:2])[CH3:3]. (5) Given the reactants [Cl:1][C:2]1[CH:3]=[C:4]([NH:9][C:10]([N:12]2[CH2:17][CH2:16][N:15]([CH2:18][C@@H:19]3[CH2:24][CH2:23][CH2:22][N:21]([CH2:25][CH2:26][CH2:27][C:28]([O:30]C)=[O:29])[CH2:20]3)[CH2:14][CH2:13]2)=[O:11])[CH:5]=[CH:6][C:7]=1[Cl:8].[OH-].[Li+], predict the reaction product. The product is: [NH3:9].[Cl:1][C:2]1[CH:3]=[C:4]([NH:9][C:10]([N:12]2[CH2:17][CH2:16][N:15]([CH2:18][C@@H:19]3[CH2:24][CH2:23][CH2:22][N:21]([CH2:25][CH2:26][CH2:27][C:28]([OH:30])=[O:29])[CH2:20]3)[CH2:14][CH2:13]2)=[O:11])[CH:5]=[CH:6][C:7]=1[Cl:8]. (6) Given the reactants [F:1][C:2]1[CH:31]=[CH:30][C:5]([C:6]([NH:8][C:9]2[N:13]([C@@H:14]3[CH2:19][CH2:18][C@H:17]([C:20]([O:22][CH3:23])=[O:21])[CH2:16][CH2:15]3)[C:12]3[CH:24]=[C:25]([CH2:28]O)[CH:26]=[CH:27][C:11]=3[N:10]=2)=[O:7])=[CH:4][CH:3]=1.S(Cl)(Cl)=O.[NH:36]1[CH2:41][CH2:40][CH2:39][CH2:38][CH2:37]1, predict the reaction product. The product is: [F:1][C:2]1[CH:31]=[CH:30][C:5]([C:6](/[N:8]=[C:9]2\[NH:10][C:11]3[CH:27]=[CH:26][C:25]([CH2:28][N:36]4[CH2:41][CH2:40][CH2:39][CH2:38][CH2:37]4)=[CH:24][C:12]=3[N:13]\2[C@@H:14]2[CH2:15][CH2:16][C@H:17]([C:20]([O:22][CH3:23])=[O:21])[CH2:18][CH2:19]2)=[O:7])=[CH:4][CH:3]=1. (7) Given the reactants I[C:2]1[C:10]2[O:9][CH:8]=[CH:7][C:6]=2[CH:5]=[C:4]([N+:11]([O-:13])=[O:12])[CH:3]=1.CC1(C)C2C(=C(P(C3C=CC=CC=3)C3C=CC=CC=3)C=CC=2)OC2C(P(C3C=CC=CC=3)C3C=CC=CC=3)=CC=CC1=2.CC(C)([O-])C.[Na+].[F:62][C:63]([F:71])([F:70])[CH:64]1[CH2:69][NH:68][CH2:67][CH2:66][NH:65]1, predict the reaction product. The product is: [N+:11]([C:4]1[CH:3]=[C:2]([N:68]2[CH2:67][CH2:66][NH:65][CH:64]([C:63]([F:71])([F:70])[F:62])[CH2:69]2)[C:10]2[O:9][CH:8]=[CH:7][C:6]=2[CH:5]=1)([O-:13])=[O:12].